Dataset: Full USPTO retrosynthesis dataset with 1.9M reactions from patents (1976-2016). Task: Predict the reactants needed to synthesize the given product. Given the product [Br:43][C:42]1[C:36]2[C:37](=[N:38][CH:39]=[C:34]([C:26]3[C:27]4[C:32](=[CH:31][CH:30]=[CH:29][CH:28]=4)[CH:33]=[C:24]([NH:20][C:21]([O:22][C:12]([CH3:15])([CH3:14])[CH3:13])=[O:23])[N:25]=3)[CH:35]=2)[N:40]([C:9]([O:11][C:12]([CH3:13])([CH3:14])[CH3:15])=[O:10])[CH:41]=1, predict the reactants needed to synthesize it. The reactants are: [C:12]([O:11][C:9](O[C:9]([O:11][C:12]([CH3:15])([CH3:14])[CH3:13])=[O:10])=[O:10])([CH3:15])([CH3:14])[CH3:13].CC([N:20]([C:24]1[N:25]=[C:26]([C:34]2[CH:35]=[C:36]3[C:42]([Br:43])=[CH:41][NH:40][C:37]3=[N:38][CH:39]=2)[C:27]2[C:32]([CH:33]=1)=[CH:31][CH:30]=[CH:29][CH:28]=2)[C:21](=[O:23])[O-:22])(C)C.